From a dataset of Full USPTO retrosynthesis dataset with 1.9M reactions from patents (1976-2016). Predict the reactants needed to synthesize the given product. (1) The reactants are: [Cl:1][C:2]1[C:10]2[N:9]=[C:8]3[N:11]([C:15]4[CH:20]=[CH:19][C:18]([Cl:21])=[CH:17][C:16]=4[Cl:22])[CH2:12][CH2:13][CH2:14][N:7]3[C:6]=2[C:5]([CH:23]([CH:25]2[CH2:27][CH2:26]2)[OH:24])=[CH:4][CH:3]=1.[C:28](OC(=O)C)(=[O:30])[CH3:29]. Given the product [C:28]([O:24][CH:23]([C:5]1[C:6]2[N:7]3[CH2:14][CH2:13][CH2:12][N:11]([C:15]4[CH:20]=[CH:19][C:18]([Cl:21])=[CH:17][C:16]=4[Cl:22])[C:8]3=[N:9][C:10]=2[C:2]([Cl:1])=[CH:3][CH:4]=1)[CH:25]1[CH2:27][CH2:26]1)(=[O:30])[CH3:29], predict the reactants needed to synthesize it. (2) Given the product [CH2:21]([C:19]1[N:18]=[C:17]([C:25]([NH:27][C:28]2[CH:33]=[CH:32][CH:31]=[CH:30][C:29]=2[C:34]2[S:35][C:36]3[C:41]([N:42]=2)=[CH:40][C:39]([CH2:43][O:44][CH:45]2[CH2:50][CH2:49][NH:48][CH2:47][CH2:46]2)=[CH:38][N:37]=3)=[O:26])[CH:16]=[C:15]([NH:14][CH:11]2[CH2:12][CH2:13][NH:8][CH2:9][CH2:10]2)[N:20]=1)[CH2:22][CH2:23][CH3:24], predict the reactants needed to synthesize it. The reactants are: C(OC([N:8]1[CH2:13][CH2:12][CH:11]([NH:14][C:15]2[N:20]=[C:19]([CH2:21][CH2:22][CH2:23][CH3:24])[N:18]=[C:17]([C:25]([NH:27][C:28]3[CH:33]=[CH:32][CH:31]=[CH:30][C:29]=3[C:34]3[S:35][C:36]4[C:41]([N:42]=3)=[CH:40][C:39]([CH2:43][O:44][CH:45]3[CH2:50][CH2:49][N:48](C(OC(C)(C)C)=O)[CH2:47][CH2:46]3)=[CH:38][N:37]=4)=[O:26])[CH:16]=2)[CH2:10][CH2:9]1)=O)(C)(C)C.FC(F)(F)C(O)=O. (3) Given the product [N:68]([CH2:52][CH2:51][O:50][C:45]1([C:48]#[N:49])[CH2:46][CH2:47][N:42]([C:37]2[N:36]=[C:35]([CH3:34])[CH:40]=[C:39]([CH3:41])[N:38]=2)[CH2:43][CH2:44]1)=[N+:69]=[N-:70], predict the reactants needed to synthesize it. The reactants are: C1C=CC(P(C2C=CC=CC=2)C2C=CC=CC=2)=CC=1.N(C(OC(C)C)=O)=NC(OC(C)C)=O.[CH3:34][C:35]1[CH:40]=[C:39]([CH3:41])[N:38]=[C:37]([N:42]2[CH2:47][CH2:46][C:45]([O:50][CH2:51][CH2:52]O)([C:48]#[N:49])[CH2:44][CH2:43]2)[N:36]=1.C1(P([N:68]=[N+:69]=[N-:70])(C2C=CC=CC=2)=O)C=CC=CC=1. (4) Given the product [Br:12][C:4]1[N:3]=[C:2]([N:18]2[CH2:19][CH2:20][N:15]([CH2:13][CH3:14])[CH2:16][CH2:17]2)[C:11]2[C:6]([CH:5]=1)=[CH:7][CH:8]=[CH:9][CH:10]=2, predict the reactants needed to synthesize it. The reactants are: Br[C:2]1[C:11]2[C:6](=[CH:7][CH:8]=[CH:9][CH:10]=2)[CH:5]=[C:4]([Br:12])[N:3]=1.[CH2:13]([N:15]1[CH2:20][CH2:19][NH:18][CH2:17][CH2:16]1)[CH3:14].C(=O)([O-])[O-].[K+].[K+]. (5) The reactants are: Cl[C:2]1[N:3]=[C:4]([N:15]2[CH2:20][CH2:19][O:18][CH2:17][CH2:16]2)[C:5]2[S:10][C:9]([C:11]([OH:14])([CH3:13])[CH3:12])=[CH:8][C:6]=2[N:7]=1.[NH2:21][C:22]1[CH:27]=[CH:26][C:25](B2OC(C)(C)C(C)(C)O2)=[CH:24][N:23]=1. Given the product [NH2:21][C:22]1[N:23]=[CH:24][C:25]([C:2]2[N:3]=[C:4]([N:15]3[CH2:20][CH2:19][O:18][CH2:17][CH2:16]3)[C:5]3[S:10][C:9]([C:11]([OH:14])([CH3:13])[CH3:12])=[CH:8][C:6]=3[N:7]=2)=[CH:26][CH:27]=1, predict the reactants needed to synthesize it. (6) Given the product [NH:1]1[CH2:2][CH2:3][CH:4]([N:7]2[CH:11]=[C:10]([C:12]3[CH:13]=[C:14]([C:19]4[S:20][C:21]5[CH:27]=[C:26]([O:42][C:43]([F:46])([F:45])[F:44])[CH:25]=[CH:24][C:22]=5[N:23]=4)[C:15]([NH2:18])=[N:16][CH:17]=3)[CH:9]=[N:8]2)[CH2:5][CH2:6]1, predict the reactants needed to synthesize it. The reactants are: [NH:1]1[CH2:6][CH2:5][CH:4]([N:7]2[CH:11]=[C:10]([C:12]3[CH:13]=[C:14]([C:19]4[S:20][C:21]5[CH:27]=[CH:26][CH:25]=[C:24](C(F)(F)F)[C:22]=5[N:23]=4)[C:15]([NH2:18])=[N:16][CH:17]=3)[CH:9]=[N:8]2)[CH2:3][CH2:2]1.ClC1SC2C=C([O:42][C:43]([F:46])([F:45])[F:44])C=CC=2N=1. (7) Given the product [Cl:1][C:2]1[CH:7]=[CH:6][CH:5]=[CH:4][C:3]=1[C@@H:8]([O:12][C:13]1[CH:14]=[C:15]2[C:19](=[CH:20][CH:21]=1)[N:18]([C:22]1[CH:23]=[CH:24][C:25]([F:28])=[CH:26][CH:27]=1)[N:17]=[CH:16]2)[C@@H:9]([NH:11][C:29](=[O:34])[C:30]([CH3:33])([CH3:32])[CH3:31])[CH3:10], predict the reactants needed to synthesize it. The reactants are: [Cl:1][C:2]1[CH:7]=[CH:6][CH:5]=[CH:4][C:3]=1[C@@H:8]([O:12][C:13]1[CH:14]=[C:15]2[C:19](=[CH:20][CH:21]=1)[N:18]([C:22]1[CH:27]=[CH:26][C:25]([F:28])=[CH:24][CH:23]=1)[N:17]=[CH:16]2)[C@@H:9]([NH2:11])[CH3:10].[C:29](Cl)(=[O:34])[C:30]([CH3:33])([CH3:32])[CH3:31].